This data is from Forward reaction prediction with 1.9M reactions from USPTO patents (1976-2016). The task is: Predict the product of the given reaction. (1) Given the reactants C1(P([N:15]=[N+:16]=[N-:17])(C2C=CC=CC=2)=O)C=CC=CC=1.[C:18]1([N:24]2[C:28]3[CH:29]=[N:30][CH:31]=[CH:32][C:27]=3[N:26]=[C:25]2[CH:33](O)[CH3:34])[CH:23]=[CH:22][CH:21]=[CH:20][CH:19]=1.C1(P(C2C=CC=CC=2)C2C=CC=CC=2)C=CC=CC=1, predict the reaction product. The product is: [N:15]([CH:33]([C:25]1[N:24]([C:18]2[CH:23]=[CH:22][CH:21]=[CH:20][CH:19]=2)[C:28]2[CH:29]=[N:30][CH:31]=[CH:32][C:27]=2[N:26]=1)[CH3:34])=[N+:16]=[N-:17]. (2) Given the reactants [C:1]1(=[O:11])[C:9]2[C:4](=[CH:5][CH:6]=[CH:7][CH:8]=2)[C:3](=[O:10])[CH2:2]1.O1[CH2:16][CH2:15][CH2:14]C1.C([O-])(=O)C.N12CCCN=C1CC[CH2:24][CH2:23][CH2:22]2, predict the reaction product. The product is: [CH2:14]([C:2]1([CH2:24][CH:23]=[CH2:22])[C:1](=[O:11])[C:9]2[C:4](=[CH:5][CH:6]=[CH:7][CH:8]=2)[C:3]1=[O:10])[CH:15]=[CH2:16]. (3) Given the reactants [SH:1][CH:2]1[CH2:7][CH2:6][N:5]([C:8]([O:10][C:11]([CH3:14])([CH3:13])[CH3:12])=[O:9])[CH2:4][CH2:3]1.Br[C:16]1[CH:25]=[CH:24][C:19]2[C:20](=[O:23])[O:21][CH2:22][C:18]=2[CH:17]=1.CCN(C(C)C)C(C)C.CC1(C)C2C(=C(P(C3C=CC=CC=3)C3C=CC=CC=3)C=CC=2)OC2C(P(C3C=CC=CC=3)C3C=CC=CC=3)=CC=CC1=2, predict the reaction product. The product is: [O:23]=[C:20]1[C:19]2[CH:24]=[CH:25][C:16]([S:1][CH:2]3[CH2:3][CH2:4][N:5]([C:8]([O:10][C:11]([CH3:14])([CH3:13])[CH3:12])=[O:9])[CH2:6][CH2:7]3)=[CH:17][C:18]=2[CH2:22][O:21]1. (4) Given the reactants [Al+3].[Cl-].[Cl-].[Cl-].Cl[C:6](=[O:12])[C:7]([O:9][CH2:10][CH3:11])=[O:8].[C:13]1([S:19][CH:20]2[CH2:22][CH2:21]2)[CH:18]=[CH:17][CH:16]=[CH:15][CH:14]=1, predict the reaction product. The product is: [CH2:10]([O:9][C:7](=[O:8])[C:6]([C:16]1[CH:17]=[CH:18][C:13]([S:19][CH:20]2[CH2:22][CH2:21]2)=[CH:14][CH:15]=1)=[O:12])[CH3:11]. (5) Given the reactants Br[C:2]1[C:3]([CH3:15])=[C:4]([CH3:14])[C:5]2[O:9][C:8]([CH3:11])([CH3:10])[CH2:7][C:6]=2[C:12]=1[CH3:13].[F:16][C:17]1[CH:22]=[CH:21][C:20]([N:23]2[CH2:28][CH2:27][NH:26][CH2:25][CH2:24]2)=[CH:19][CH:18]=1, predict the reaction product. The product is: [F:16][C:17]1[CH:18]=[CH:19][C:20]([N:23]2[CH2:28][CH2:27][N:26]([C:2]3[C:3]([CH3:15])=[C:4]([CH3:14])[C:5]4[O:9][C:8]([CH3:11])([CH3:10])[CH2:7][C:6]=4[C:12]=3[CH3:13])[CH2:25][CH2:24]2)=[CH:21][CH:22]=1. (6) Given the reactants [OH-].[Na+].C[O:4][C:5](=[O:28])[CH2:6][C:7]1[CH:12]=[CH:11][C:10]([C:13]2[C:18]([CH3:19])=[CH:17][C:16]([O:20][CH2:21][CH2:22][O:23]C(=O)C)=[CH:15][C:14]=2[CH3:27])=[CH:9][CH:8]=1.Cl, predict the reaction product. The product is: [OH:23][CH2:22][CH2:21][O:20][C:16]1[CH:17]=[C:18]([CH3:19])[C:13]([C:10]2[CH:11]=[CH:12][C:7]([CH2:6][C:5]([OH:28])=[O:4])=[CH:8][CH:9]=2)=[C:14]([CH3:27])[CH:15]=1. (7) Given the reactants C(N(S(F)(F)[F:7])CC)C.O[CH2:11][CH2:12][CH2:13][CH2:14][CH2:15][C:16]([CH2:21][CH2:22][C:23]([F:26])([F:25])[F:24])([C:19]#[N:20])[C:17]#[N:18].O, predict the reaction product. The product is: [F:7][CH2:11][CH2:12][CH2:13][CH2:14][CH2:15][C:16]([CH2:21][CH2:22][C:23]([F:26])([F:25])[F:24])([C:19]#[N:20])[C:17]#[N:18].